Dataset: Reaction yield outcomes from USPTO patents with 853,638 reactions. Task: Predict the reaction yield, written as a fraction of the theoretical maximum amount of product (1.0 means a 100% yield; for example, 0.34 means a 34% yield). (1) The reactants are C[Si](C)(C)[N-][Si](C)(C)C.[Li+].[F:11][C:12]([F:23])([F:22])[C:13]1[NH:21][C:16]2=[N:17][CH:18]=[CH:19][CH:20]=[C:15]2[CH:14]=1.Cl[C:25]([O:27][CH3:28])=[O:26].O. The catalyst is C1COCC1.ClCCl. The product is [F:23][C:12]([F:11])([F:22])[C:13]1[N:21]([C:25]([O:27][CH3:28])=[O:26])[C:16]2=[N:17][CH:18]=[CH:19][CH:20]=[C:15]2[CH:14]=1. The yield is 0.610. (2) The reactants are [CH2:1]([C:7]([OH:9])=[O:8])[C@H:2]([OH:6])[C:3]([OH:5])=[O:4].O.[C:11]1(C)[CH:16]=CC(S(O)(=O)=O)=C[CH:12]=1. The catalyst is COC(OC)(C)C. The product is [CH3:12][C:11]1([CH3:16])[O:6][C@@H:2]([CH2:1][C:7]([OH:9])=[O:8])[C:3](=[O:5])[O:4]1. The yield is 0.750.